This data is from Reaction yield outcomes from USPTO patents with 853,638 reactions. The task is: Predict the reaction yield, written as a fraction of the theoretical maximum amount of product (1.0 means a 100% yield; for example, 0.34 means a 34% yield). (1) The reactants are [I:1][C:2]1[CH:7]=[CH:6][C:5]([OH:8])=[C:4]([CH3:9])[CH:3]=1.C(=O)([O-])[O-].[K+].[K+].Br[CH2:17][C:18]([O:20][CH2:21][CH3:22])=[O:19]. The catalyst is CC(C)=O. The product is [I:1][C:2]1[CH:7]=[CH:6][C:5]([O:8][CH2:17][C:18]([O:20][CH2:21][CH3:22])=[O:19])=[C:4]([CH3:9])[CH:3]=1. The yield is 0.985. (2) The reactants are Cl[C:2]1[NH:3][C:4]2[N:5]([N:12]=[CH:13][C:14]=2[C:15]#[N:16])[C:6](=[O:11])[C:7]=1[CH:8]([CH3:10])[CH3:9].C[Si]([Br:21])(C)C. The catalyst is C(C#N)C. The product is [Br:21][C:2]1[NH:3][C:4]2[N:5]([N:12]=[CH:13][C:14]=2[C:15]#[N:16])[C:6](=[O:11])[C:7]=1[CH:8]([CH3:10])[CH3:9]. The yield is 0.543. (3) The reactants are BrC[C:3]1[CH:4]=[C:5]([CH:8]=[CH:9][CH:10]=1)[C:6]#[N:7].[CH3:11][C:12]([O:15][C:16]([NH:18][C:19]([O:21][C:22]([CH3:25])([CH3:24])[CH3:23])=[O:20])=[O:17])([CH3:14])[CH3:13].C(=O)([O-])[O-].[Cs+].[Cs+]. The catalyst is C1COCC1.[I-].[Li+]. The product is [C:22]([O:21][C:19]([N:18]([C:16]([O:15][C:12]([CH3:14])([CH3:13])[CH3:11])=[O:17])[C:3]1[CH:4]=[C:5]([CH:8]=[CH:9][CH:10]=1)[C:6]#[N:7])=[O:20])([CH3:25])([CH3:24])[CH3:23]. The yield is 0.870. (4) The reactants are Cl[C:2]1[N:7]=[C:6]([NH:8][C:9]2[NH:13][N:12]=[C:11]([CH:14]3[CH2:16][CH2:15]3)[CH:10]=2)[CH:5]=[CH:4][N:3]=1.[S:17]([N:27]1[C:35]2[C:30](=[C:31]([CH2:36][NH2:37])[CH:32]=[CH:33][CH:34]=2)[CH:29]=[CH:28]1)([C:20]1[CH:26]=[CH:25][C:23]([CH3:24])=[CH:22][CH:21]=1)(=[O:19])=[O:18].CCN(C(C)C)C(C)C. The catalyst is CC(O)C. The product is [CH:14]1([C:11]2[NH:12][N:13]=[C:9]([NH:8][C:6]3[CH:5]=[CH:4][N:3]=[C:2]([NH:37][CH2:36][C:31]4[CH:32]=[CH:33][CH:34]=[C:35]5[C:30]=4[CH:29]=[CH:28][N:27]5[S:17]([C:20]4[CH:21]=[CH:22][C:23]([CH3:24])=[CH:25][CH:26]=4)(=[O:19])=[O:18])[N:7]=3)[CH:10]=2)[CH2:16][CH2:15]1. The yield is 0.480. (5) The reactants are Cl[C:2]1[CH:3]=[CH:4][C:5]2[C:34]3[C:10](=[C:11]4[C:31](=[CH:32][CH:33]=3)[C:15]3[N:16]=[C:17]([C@@H:19]5[CH2:23][CH2:22][CH2:21][N:20]5[C:24]([O:26][C:27]([CH3:30])([CH3:29])[CH3:28])=[O:25])[NH:18][C:14]=3[CH:13]=[CH:12]4)[O:9][CH2:8][C:6]=2[CH:7]=1.[B:35]1([B:35]2[O:39][C:38]([CH3:41])([CH3:40])[C:37]([CH3:43])([CH3:42])[O:36]2)[O:39][C:38]([CH3:41])([CH3:40])[C:37]([CH3:43])([CH3:42])[O:36]1.CC(C1C=C(C(C)C)C(C2C=CC=CC=2P(C2CCCCC2)C2CCCCC2)=C(C(C)C)C=1)C.C([O-])(=O)C.[K+]. The catalyst is O1CCOCC1.C(OCC)(=O)C.C1C=CC(/C=C/C(/C=C/C2C=CC=CC=2)=O)=CC=1.C1C=CC(/C=C/C(/C=C/C2C=CC=CC=2)=O)=CC=1.C1C=CC(/C=C/C(/C=C/C2C=CC=CC=2)=O)=CC=1.[Pd].[Pd]. The product is [CH3:42][C:37]1([CH3:43])[C:38]([CH3:41])([CH3:40])[O:39][B:35]([C:2]2[CH:3]=[CH:4][C:5]3[C:34]4[C:10](=[C:11]5[C:31](=[CH:32][CH:33]=4)[C:15]4[N:16]=[C:17]([C@@H:19]6[CH2:23][CH2:22][CH2:21][N:20]6[C:24]([O:26][C:27]([CH3:30])([CH3:29])[CH3:28])=[O:25])[NH:18][C:14]=4[CH:13]=[CH:12]5)[O:9][CH2:8][C:6]=3[CH:7]=2)[O:36]1. The yield is 0.900.